Dataset: Full USPTO retrosynthesis dataset with 1.9M reactions from patents (1976-2016). Task: Predict the reactants needed to synthesize the given product. (1) Given the product [N:1]1[CH:6]=[CH:5][CH:4]=[CH:3][C:2]=1[CH2:7][CH2:8][NH:9][S:10]([NH2:13])(=[O:12])=[O:11], predict the reactants needed to synthesize it. The reactants are: [N:1]1[CH:6]=[CH:5][CH:4]=[CH:3][C:2]=1[CH2:7][CH2:8][NH:9][S:10]([NH:13]C(=O)OCC1C=CC=CC=1)(=[O:12])=[O:11]. (2) Given the product [CH3:33][NH:34][C:30]([C:18]1[C:19]2[S:23][C:22]([C:24]3[CH:25]=[CH:26][CH:27]=[CH:28][CH:29]=3)=[CH:21][C:20]=2[C:15]([NH:14][C@H:10]2[CH2:11][CH2:12][CH2:13][N:8]([C:6]([O:5][C:1]([CH3:4])([CH3:3])[CH3:2])=[O:7])[CH2:9]2)=[N:16][CH:17]=1)=[O:31], predict the reactants needed to synthesize it. The reactants are: [C:1]([O:5][C:6]([N:8]1[CH2:13][CH2:12][CH2:11][C@H:10]([NH:14][C:15]2[C:20]3[CH:21]=[C:22]([C:24]4[CH:29]=[CH:28][CH:27]=[CH:26][CH:25]=4)[S:23][C:19]=3[C:18]([C:30](O)=[O:31])=[CH:17][N:16]=2)[CH2:9]1)=[O:7])([CH3:4])([CH3:3])[CH3:2].[CH3:33][N:34](C(ON1N=NC2C=CC=NC1=2)=[N+](C)C)C.F[P-](F)(F)(F)(F)F.CN.CCN(C(C)C)C(C)C. (3) Given the product [Cl:15][C:16]1[C:24]([C:25]([OH:27])=[O:26])=[CH:23][C:22]([N+:29]([O-:31])=[O:30])=[C:21]2[C:17]=1[CH:18]=[CH:19][NH:20]2, predict the reactants needed to synthesize it. The reactants are: ClC1C(C(O)=O)=CC(C)=C2C=1C=CN2.[Cl:15][C:16]1[C:24]([C:25]([O:27]C)=[O:26])=[CH:23][C:22]([N+:29]([O-:31])=[O:30])=[C:21]2[C:17]=1[CH:18]=[CH:19][NH:20]2. (4) Given the product [F:21][C:22]1[CH:27]=[CH:26][C:25]([C:2]2[CH:7]=[CH:6][C:5]([C:8]3[C:16]4[C:15]([OH:17])=[C:14]([C:18]#[N:19])[C:13](=[O:20])[NH:12][C:11]=4[S:10][CH:9]=3)=[CH:4][CH:3]=2)=[CH:24][CH:23]=1, predict the reactants needed to synthesize it. The reactants are: Br[C:2]1[CH:7]=[CH:6][C:5]([C:8]2[C:16]3[C:15]([OH:17])=[C:14]([C:18]#[N:19])[C:13](=[O:20])[NH:12][C:11]=3[S:10][CH:9]=2)=[CH:4][CH:3]=1.[F:21][C:22]1[CH:27]=[CH:26][C:25](B(O)O)=[CH:24][CH:23]=1.C(=O)([O-])[O-].[Cs+].[Cs+].